This data is from Reaction yield outcomes from USPTO patents with 853,638 reactions. The task is: Predict the reaction yield, written as a fraction of the theoretical maximum amount of product (1.0 means a 100% yield; for example, 0.34 means a 34% yield). (1) The reactants are [N:1]1[CH:6]=[CH:5][CH:4]=[N:3][C:2]=1[C:7]#[C:8][C:9]1[C:10]([CH:23]=[O:24])=[CH:11][C:12]2[C:13]([CH3:22])([CH3:21])[CH2:14][CH2:15][C:16]([CH3:20])([CH3:19])[C:17]=2[CH:18]=1.[H][H]. The catalyst is C(O)C.[Pd]. The product is [N:1]1[CH:6]=[CH:5][CH:4]=[N:3][C:2]=1[CH2:7][CH2:8][C:9]1[C:10]([CH:23]=[O:24])=[CH:11][C:12]2[C:13]([CH3:22])([CH3:21])[CH2:14][CH2:15][C:16]([CH3:19])([CH3:20])[C:17]=2[CH:18]=1. The yield is 0.680. (2) The reactants are [F:1][C:2]1[CH:11]=[C:10]([NH:12][S:13]([C:16]2[CH:21]=[CH:20][C:19]([CH2:22][NH:23][CH3:24])=[CH:18][CH:17]=2)(=[O:15])=[O:14])[CH:9]=[CH:8][C:3]=1[C:4]([O:6]C)=[O:5].C(N(CC)CC)C.[C:32](O[C:32]([O:34][C:35]([CH3:38])([CH3:37])[CH3:36])=[O:33])([O:34][C:35]([CH3:38])([CH3:37])[CH3:36])=[O:33]. The catalyst is O1CCCC1. The product is [C:35]([O:34][C:32]([N:23]([CH2:22][C:19]1[CH:18]=[CH:17][C:16]([S:13]([NH:12][C:10]2[CH:9]=[CH:8][C:3]([C:4]([OH:6])=[O:5])=[C:2]([F:1])[CH:11]=2)(=[O:14])=[O:15])=[CH:21][CH:20]=1)[CH3:24])=[O:33])([CH3:38])([CH3:37])[CH3:36]. The yield is 0.380. (3) The reactants are [C:1]([NH:4][C:5]1[CH:10]=[C:9]([O:11][C:12]2[CH:21]=[C:20]3[C:15]([CH:16]=[CH:17][C:18]([C:22]([NH:24][C:25]4[CH:30]=[CH:29][C:28]([C:31]#[N:32])=[C:27]([C:33]([F:36])([F:35])[F:34])[CH:26]=4)=[O:23])=[CH:19]3)=[CH:14][CH:13]=2)[CH:8]=[CH:7][N:6]=1)(=[O:3])[CH3:2]. The catalyst is [Ni].C1COCC1.N.CO. The product is [C:1]([NH:4][C:5]1[CH:10]=[C:9]([O:11][C:12]2[CH:21]=[C:20]3[C:15]([CH:16]=[CH:17][C:18]([C:22]([NH:24][C:25]4[CH:30]=[CH:29][C:28]([CH2:31][NH2:32])=[C:27]([C:33]([F:36])([F:34])[F:35])[CH:26]=4)=[O:23])=[CH:19]3)=[CH:14][CH:13]=2)[CH:8]=[CH:7][N:6]=1)(=[O:3])[CH3:2]. The yield is 0.230. (4) The reactants are [CH3:1][O:2][C:3]([NH:5][C@H:6]([C:10]([N:12]1[CH2:16][C@@H:15]([CH3:17])[CH2:14][C@H:13]1[C:18]1[NH:19][C:20]([C:23]2[CH:28]=[C:27]3[CH2:29][O:30][C:31]4[CH:56]=[C:55]5[C:34]([CH:35]=[CH:36][C:37]6[N:41]=[C:40]([C@@H:42]7[CH2:46][C@H:45]([CH3:47])[CH2:44][N:43]7C(OC(C)(C)C)=O)[NH:39][C:38]=65)=[CH:33][C:32]=4[C:26]3=[CH:25][CH:24]=2)=[CH:21][N:22]=1)=[O:11])[CH:7]([CH3:9])[CH3:8])=[O:4].Cl.[CH3:58][O:59][C:60]([NH:62][C@H:63]([C:67]1[CH:72]=[CH:71][CH:70]=[CH:69][CH:68]=1)[C:64]([OH:66])=O)=[O:61].CCOC(C(C#N)=NOC(N1CCOCC1)=[N+](C)C)=O.F[P-](F)(F)(F)(F)F.CCN(C(C)C)C(C)C. The catalyst is C(Cl)Cl.CO.CCOC(C)=O.CN(C=O)C.CO. The product is [CH3:58][O:59][C:60]([NH:62][C@H:63]([C:67]1[CH:72]=[CH:71][CH:70]=[CH:69][CH:68]=1)[C:64]([N:43]1[CH2:44][C@@H:45]([CH3:47])[CH2:46][C@H:42]1[C:40]1[NH:39][C:38]2[C:55]3[C:34]([CH:35]=[CH:36][C:37]=2[N:41]=1)=[CH:33][C:32]1[C:26]2[C:27]([CH2:29][O:30][C:31]=1[CH:56]=3)=[CH:28][C:23]([C:20]1[NH:19][C:18]([C@@H:13]3[CH2:14][C@H:15]([CH3:17])[CH2:16][N:12]3[C:10](=[O:11])[C@@H:6]([NH:5][C:3](=[O:4])[O:2][CH3:1])[CH:7]([CH3:8])[CH3:9])=[N:22][CH:21]=1)=[CH:24][CH:25]=2)=[O:66])=[O:61]. The yield is 0.530. (5) The reactants are C1(C)C=CC=CC=1.[OH:8][CH2:9][CH2:10][S:11][C:12]1[CH:17]=[CH:16][C:15]([C:18]([C:20]2[CH:25]=[CH:24][CH:23]=[CH:22][CH:21]=2)=[O:19])=[CH:14][CH:13]=1.C[O:27][C:28](=O)[C:29]1[CH:34]=[CH:33][C:32]([CH2:35][N:36]2[CH2:41][CH2:40][CH2:39][N:38]3[CH2:42][CH2:43][CH2:44][CH:37]23)=[CH:31][CH:30]=1.[H-].[Li+]. The catalyst is O. The product is [C:18]([C:15]1[CH:16]=[CH:17][C:12]([S:11][CH2:10][CH2:9][O:8][C:28](=[O:27])[C:29]2[CH:30]=[CH:31][C:32]([CH2:35][N:36]3[CH2:41][CH2:40][CH2:39][N:38]4[CH2:42][CH2:43][CH2:44][CH:37]34)=[CH:33][CH:34]=2)=[CH:13][CH:14]=1)(=[O:19])[C:20]1[CH:25]=[CH:24][CH:23]=[CH:22][CH:21]=1. The yield is 0.340. (6) The reactants are C(OC(=O)[NH:7][C@H:8]([CH2:30][C:31]1[CH:36]=[C:35]([F:37])[C:34]([F:38])=[CH:33][C:32]=1[F:39])[CH2:9][C:10]([N:12]1[CH2:17][CH2:16][N:15]2[C:18]([C:26]([F:29])([F:28])[F:27])=[N:19][C:20]([C:21](=[O:25])[N:22]([CH3:24])[CH3:23])=[C:14]2[CH2:13]1)=[O:11])(C)(C)C.[ClH:41]. The catalyst is C(OCC)(=O)C. The product is [ClH:41].[CH3:24][N:22]([CH3:23])[C:21]([C:20]1[N:19]=[C:18]([C:26]([F:29])([F:27])[F:28])[N:15]2[CH2:16][CH2:17][N:12]([C:10](=[O:11])[CH2:9][C@H:8]([NH2:7])[CH2:30][C:31]3[CH:36]=[C:35]([F:37])[C:34]([F:38])=[CH:33][C:32]=3[F:39])[CH2:13][C:14]=12)=[O:25]. The yield is 0.980. (7) The reactants are CC1C=CC(S(O[CH2:12][CH2:13][N:14]2[CH2:18][CH2:17][N:16]([CH3:19])[C:15]2=[O:20])(=O)=O)=CC=1.[Br-:21].[Li+].C([O-])(O)=O.[Na+].O. The catalyst is C1COCC1. The product is [Br:21][CH2:12][CH2:13][N:14]1[CH2:18][CH2:17][N:16]([CH3:19])[C:15]1=[O:20]. The yield is 0.840. (8) The reactants are [CH2:1]([N:4]1[C:8]([C:9]2[CH:10]=[C:11]([C:14]([O:16][CH3:17])=[O:15])[S:12][CH:13]=2)=[CH:7][CH:6]=[N:5]1)[CH2:2][CH3:3].C1C(=O)N([Cl:25])C(=O)C1. The catalyst is C1COCC1. The product is [Cl:25][C:7]1[CH:6]=[N:5][N:4]([CH2:1][CH2:2][CH3:3])[C:8]=1[C:9]1[CH:10]=[C:11]([C:14]([O:16][CH3:17])=[O:15])[S:12][CH:13]=1. The yield is 0.700.